Task: Predict the reaction yield, written as a fraction of the theoretical maximum amount of product (1.0 means a 100% yield; for example, 0.34 means a 34% yield).. Dataset: Reaction yield outcomes from USPTO patents with 853,638 reactions The reactants are [SH:1][C:2]1[NH:10][C:9]2[C:4](=[N:5][CH:6]=[N:7][C:8]=2[NH2:11])[N:3]=1.CC1C=CC2C=CC3C=CC(C)=NC=3C=2N=1.O.O(C(C)(C)C)[Na].[Br:35][C:36]1[C:44](I)=[CH:43][C:39]2[O:40][CH2:41][O:42][C:38]=2[CH:37]=1. The catalyst is [Cu]I.CN(C=O)C. The product is [Br:35][C:36]1[C:44]([S:1][C:2]2[NH:10][C:9]3[C:4](=[N:5][CH:6]=[N:7][C:8]=3[NH2:11])[N:3]=2)=[CH:43][C:39]2[O:40][CH2:41][O:42][C:38]=2[CH:37]=1. The yield is 0.970.